From a dataset of Clinical trial toxicity outcomes and FDA approval status for drugs. Regression/Classification. Given a drug SMILES string, predict its toxicity properties. Task type varies by dataset: regression for continuous values (e.g., LD50, hERG inhibition percentage) or binary classification for toxic/non-toxic outcomes (e.g., AMES mutagenicity, cardiotoxicity, hepatotoxicity). Dataset: clintox. (1) The drug is CCCCCCOC(=O)/[NH+]=C(/N)c1ccc(NCc2nc3cc(C(=O)N(CCC(=O)OCC)c4ccccn4)ccc3n2C)cc1. The result is 0 (passed clinical trial). (2) The compound is Cc1cn(-c2cc(NC(=O)c3ccc(C)c(Nc4nccc(-c5cccnc5)n4)c3)cc(C(F)(F)F)c2)cn1. The result is 0 (passed clinical trial). (3) The compound is CC(C)[NH+]1CCN(c2ccc(OC[C@H]3CO[C@](Cn4cncn4)(c4ccc(Cl)cc4Cl)O3)cc2)CC1. The result is 0 (passed clinical trial). (4) The compound is CC(C)[N+](C)(CCOC(=O)C1c2ccccc2Oc2ccccc21)C(C)C. The result is 0 (passed clinical trial). (5) The drug is NC(=O)c1cccnc1. The result is 0 (passed clinical trial). (6) The compound is CCC(=O)OCC(=O)[C@@]1(OC(=O)CC)[C@H](C)C[C@H]2[C@H]3[C@H]([C@@H](O)C[C@@]21C)[C@@]1(C)C=CC(=O)C=C1C[C@H]3Cl. The result is 0 (passed clinical trial). (7) The molecule is C#CC(O)(/C=C/Cl)CC. The result is 0 (passed clinical trial). (8) The drug is Nc1nc(=S)c2[nH]cnc2[nH]1. The result is 1 (failed clinical trial for toxicity). (9) The drug is CC(C)(CO)[C@@H](O)C(=O)NCCCO. The result is 0 (passed clinical trial).